This data is from Forward reaction prediction with 1.9M reactions from USPTO patents (1976-2016). The task is: Predict the product of the given reaction. (1) Given the reactants [NH:1]1[C:5]2=[N:6][CH:7]=[CH:8][CH:9]=[C:4]2[C:3]([C:10]#[N:11])=[N:2]1.[Cl:12][C:13]1[S:14][C:15]([CH2:18]Cl)=[CH:16][CH:17]=1, predict the reaction product. The product is: [Cl:12][C:13]1[S:14][C:15]([CH2:18][N:1]2[C:5]3=[N:6][CH:7]=[CH:8][CH:9]=[C:4]3[C:3]([C:10]#[N:11])=[N:2]2)=[CH:16][CH:17]=1. (2) Given the reactants Cl[C:2]1[C:7]([CH3:8])=[C:6]([Cl:9])[N:5]=[CH:4][N:3]=1.[NH2:10][C:11]1[CH:16]=[CH:15][CH:14]=[CH:13][CH:12]=1.Cl, predict the reaction product. The product is: [Cl:9][C:6]1[N:5]=[CH:4][N:3]=[C:2]([NH:10][C:11]2[CH:16]=[CH:15][CH:14]=[CH:13][CH:12]=2)[C:7]=1[CH3:8]. (3) Given the reactants [NH:1]1[C:10]2[C:5](=[N:6][CH:7]=[CH:8][CH:9]=2)[C:4](=[O:11])[CH2:3][CH2:2]1.C(Cl)Cl.CCN(C(C)C)C(C)C.[C:24](Cl)(=[O:26])[CH3:25], predict the reaction product. The product is: [C:24]([N:1]1[C:10]2[C:5](=[N:6][CH:7]=[CH:8][CH:9]=2)[C:4](=[O:11])[CH2:3][CH2:2]1)(=[O:26])[CH3:25]. (4) Given the reactants Cl[C:2]1[CH:3]=[C:4]([CH:20]=[CH:21][CH:22]=1)[C:5]([C:7]1[C:12](=[O:13])[CH:11]=[CH:10][N:9]([C:14]2[CH:15]=[N:16][N:17]([CH3:19])[CH:18]=2)[N:8]=1)=[O:6].[B:23]1([B:23]2[O:27][C:26]([CH3:29])([CH3:28])[C:25]([CH3:31])([CH3:30])[O:24]2)[O:27][C:26]([CH3:29])([CH3:28])[C:25]([CH3:31])([CH3:30])[O:24]1.CC(C1C=C(C(C)C)C(C2C=CC=CC=2P(C2CCCCC2)C2CCCCC2)=C(C(C)C)C=1)C.CC([O-])=O.[K+], predict the reaction product. The product is: [CH3:19][N:17]1[CH:18]=[C:14]([N:9]2[CH:10]=[CH:11][C:12](=[O:13])[C:7]([C:5](=[O:6])[C:4]3[CH:20]=[CH:21][CH:22]=[C:2]([B:23]4[O:27][C:26]([CH3:29])([CH3:28])[C:25]([CH3:31])([CH3:30])[O:24]4)[CH:3]=3)=[N:8]2)[CH:15]=[N:16]1. (5) The product is: [C:16]1([C:2]2[CH:3]=[CH:4][C:5]3[C:10](=[C:9]([S:11]([NH2:30])(=[O:13])=[O:12])[CH:8]=[CH:7][CH:6]=3)[N:1]=2)[CH:22]=[CH:21][CH:20]=[CH:19][CH:17]=1. Given the reactants [N:1]1[C:10]2[C:5](=[CH:6][CH:7]=[CH:8][C:9]=2[S:11](Cl)(=[O:13])=[O:12])[CH:4]=[CH:3][CH:2]=1.N[C:16]1[CH:22]=[CH:21][C:20](N2CCN(C)CC2)=[CH:19][C:17]=1N.[N:30]1C=CC=CC=1, predict the reaction product. (6) The product is: [NH2:19][C:10]1[CH:9]=[C:8]([OH:23])[C:16]([O:17][CH3:18])=[CH:15][C:11]=1[C:12]([OH:14])=[O:13]. Given the reactants C([C:8]1[C:16]([O:17][CH3:18])=[CH:15][C:11]([C:12]([OH:14])=[O:13])=[C:10]([N+:19]([O-])=O)[CH:9]=1)C1C=CC=CC=1.C[OH:23], predict the reaction product. (7) The product is: [CH3:39][C:28]1[CH:27]=[C:26]([CH2:25][N:21]([C:17]2[C:16]([CH3:40])=[C:15]([C:6]3[CH:7]=[CH:8][C:3]([C:2]([F:13])([F:12])[F:1])=[CH:4][CH:5]=3)[CH:20]=[CH:19][CH:18]=2)[CH2:22][CH2:23][CH3:24])[CH:38]=[CH:37][C:29]=1[O:30][CH2:31][C:32]([OH:34])=[O:33]. Given the reactants [F:1][C:2]([F:13])([F:12])[C:3]1[CH:8]=[CH:7][C:6](B(O)O)=[CH:5][CH:4]=1.Br[C:15]1[C:16]([CH3:40])=[C:17]([N:21]([CH2:25][C:26]2[CH:38]=[CH:37][C:29]([O:30][CH2:31][C:32]([O:34]CC)=[O:33])=[C:28]([CH3:39])[CH:27]=2)[CH2:22][CH2:23][CH3:24])[CH:18]=[CH:19][CH:20]=1, predict the reaction product.